From a dataset of Forward reaction prediction with 1.9M reactions from USPTO patents (1976-2016). Predict the product of the given reaction. (1) Given the reactants C(Cl)(=O)C(Cl)=O.[Cl:7][C:8]1[CH:9]=[CH:10][CH:11]=[C:12]2[C:16]=1[N:15]([CH2:17][CH:18]1[CH2:23][CH2:22][CH2:21][CH2:20][CH2:19]1)[CH:14]=[C:13]2[C:24]([OH:26])=O.[NH3:27].C(=O)([O-])[O-].[K+].[K+], predict the reaction product. The product is: [Cl:7][C:8]1[CH:9]=[CH:10][CH:11]=[C:12]2[C:16]=1[N:15]([CH2:17][CH:18]1[CH2:23][CH2:22][CH2:21][CH2:20][CH2:19]1)[CH:14]=[C:13]2[C:24]([NH2:27])=[O:26]. (2) Given the reactants [Br:1][C:2]1[C:3](Cl)=[N:4][C:5]([Cl:8])=[N:6][CH:7]=1.[CH3:10][C:11]([CH3:23])([CH3:22])[CH2:12][NH:13][NH:14][C:15]([O:17][C:18]([CH3:21])([CH3:20])[CH3:19])=[O:16].C(N(CC)C(C)C)(C)C, predict the reaction product. The product is: [Br:1][C:2]1[C:3]([N:13]([CH2:12][C:11]([CH3:23])([CH3:22])[CH3:10])[NH:14][C:15]([O:17][C:18]([CH3:19])([CH3:20])[CH3:21])=[O:16])=[N:4][C:5]([Cl:8])=[N:6][CH:7]=1. (3) Given the reactants [N:1]1([C:7]2[CH:12]=[CH:11][CH:10]=[CH:9][C:8]=2[OH:13])[CH2:6][CH2:5][NH:4][CH2:3][CH2:2]1.[CH:14](O)=O.C=O, predict the reaction product. The product is: [CH3:14][N:4]1[CH2:3][CH2:2][N:1]([C:7]2[CH:12]=[CH:11][CH:10]=[CH:9][C:8]=2[OH:13])[CH2:6][CH2:5]1.[C:8]1([OH:13])[CH:9]=[CH:10][CH:11]=[CH:12][CH:7]=1. (4) The product is: [CH3:6][O:7][CH2:2][CH2:1][C:3]([O:17][CH3:14])([O:4][CH3:20])[CH3:5]. Given the reactants [CH:1]([C:3]([CH3:5])=[O:4])=[CH2:2].[CH3:6][O:7]C(OC)OC.Cl.[C:14]([O-:17])([O-])=O.[K+].[K+].[CH3:20]O, predict the reaction product. (5) Given the reactants [CH2:1]([O:3][C:4](=[O:16])[C:5]1[CH:10]=[CH:9][C:8](Cl)=[N:7][C:6]=1[C:12]([F:15])([F:14])[F:13])[CH3:2].[Cl:17][C:18]1[CH:19]=[C:20]([CH:22]=[CH:23][CH:24]=1)[NH2:21], predict the reaction product. The product is: [CH2:1]([O:3][C:4](=[O:16])[C:5]1[CH:10]=[CH:9][C:8]([NH:21][C:20]2[CH:22]=[CH:23][CH:24]=[C:18]([Cl:17])[CH:19]=2)=[N:7][C:6]=1[C:12]([F:15])([F:14])[F:13])[CH3:2]. (6) Given the reactants [Br:1][C:2]1[CH:7]=[CH:6][NH:5][C:4](=[O:8])[CH:3]=1.Br[CH:10]([CH2:16][C:17]1[CH:22]=[CH:21][CH:20]=[CH:19][CH:18]=1)[C:11]([O:13][CH2:14][CH3:15])=[O:12].[H-].[Na+].[Br-].[Li+], predict the reaction product. The product is: [Br:1][C:2]1[CH:7]=[CH:6][N:5]([CH:10]([CH2:16][C:17]2[CH:18]=[CH:19][CH:20]=[CH:21][CH:22]=2)[C:11]([O:13][CH2:14][CH3:15])=[O:12])[C:4](=[O:8])[CH:3]=1. (7) Given the reactants [NH2:1][C:2]1[CH:3]=[C:4]([CH:9]=[CH:10][C:11]=1[OH:12])[C:5]([O:7][CH3:8])=[O:6].[C:13]([O:17][C:18](O[C:18]([O:17][C:13]([CH3:16])([CH3:15])[CH3:14])=[O:19])=[O:19])([CH3:16])([CH3:15])[CH3:14], predict the reaction product. The product is: [CH3:8][O:7][C:5](=[O:6])[C:4]1[CH:9]=[CH:10][C:11]([OH:12])=[C:2]([NH:1][C:18]([O:17][C:13]([CH3:16])([CH3:15])[CH3:14])=[O:19])[CH:3]=1. (8) Given the reactants [CH2:1]([N:8](C)[CH:9]1[CH2:15][N:14]([CH2:16][CH3:17])[CH2:13][CH2:12][N:11]2[C:18](=[O:27])[C:19]([OH:26])=[C:20]([C:22]([O:24][CH3:25])=[O:23])[N:21]=[C:10]12)C1C=CC=CC=1.Cl, predict the reaction product. The product is: [CH2:16]([N:14]1[CH2:15][CH:9]([NH:8][CH3:1])[C:10]2=[N:21][C:20]([C:22]([O:24][CH3:25])=[O:23])=[C:19]([OH:26])[C:18](=[O:27])[N:11]2[CH2:12][CH2:13]1)[CH3:17]. (9) Given the reactants C1(P(=[CH:20][C:21]([O:23][CH3:24])=[O:22])(C2C=CC=CC=2)C2C=CC=CC=2)C=CC=CC=1.[Cl:25][C:26]1[CH:27]=[C:28]([CH:31]=[C:32]([O:34][CH3:35])[CH:33]=1)[CH:29]=O, predict the reaction product. The product is: [Cl:25][C:26]1[CH:27]=[C:28]([CH:29]=[CH:20][C:21]([O:23][CH3:24])=[O:22])[CH:31]=[C:32]([O:34][CH3:35])[CH:33]=1.